From a dataset of Peptide-MHC class I binding affinity with 185,985 pairs from IEDB/IMGT. Regression. Given a peptide amino acid sequence and an MHC pseudo amino acid sequence, predict their binding affinity value. This is MHC class I binding data. (1) The peptide sequence is SQRVEFLEY. The MHC is HLA-A02:03 with pseudo-sequence HLA-A02:03. The binding affinity (normalized) is 0.0847. (2) The peptide sequence is RLHSNTILK. The MHC is HLA-A30:01 with pseudo-sequence HLA-A30:01. The binding affinity (normalized) is 0.641. (3) The peptide sequence is WPTPKTHPV. The MHC is HLA-B45:06 with pseudo-sequence HLA-B45:06. The binding affinity (normalized) is 0.213. (4) The peptide sequence is QVPLRPMTSK. The MHC is HLA-A03:01 with pseudo-sequence HLA-A03:01. The binding affinity (normalized) is 0.735. (5) The peptide sequence is ATPYDINQML. The binding affinity (normalized) is 0. The MHC is Mamu-A07 with pseudo-sequence Mamu-A07. (6) The peptide sequence is KFADDLNQM. The MHC is HLA-A29:02 with pseudo-sequence HLA-A29:02. The binding affinity (normalized) is 0.554. (7) The peptide sequence is VLTHGLASV. The MHC is HLA-A02:02 with pseudo-sequence HLA-A02:02. The binding affinity (normalized) is 0.791. (8) The peptide sequence is VIIQYSAL. The MHC is H-2-Kb with pseudo-sequence H-2-Kb. The binding affinity (normalized) is 1.00.